This data is from Full USPTO retrosynthesis dataset with 1.9M reactions from patents (1976-2016). The task is: Predict the reactants needed to synthesize the given product. (1) The reactants are: C([O:9][CH2:10][C:11]1[O:15][N:14]=[C:13]([CH3:16])[C:12]=1[C:17]1[C:26]2[O:25][CH2:24][CH:23]([C:27]3[CH:32]=[CH:31][CH:30]=[CH:29][N:28]=3)[N:22]3[C:33](=[O:35])[NH:34][C:20]([C:21]=23)=[CH:19][CH:18]=1)(=O)C1C=CC=CC=1.[OH-].[Li+].O. Given the product [OH:9][CH2:10][C:11]1[O:15][N:14]=[C:13]([CH3:16])[C:12]=1[C:17]1[C:26]2[O:25][CH2:24][CH:23]([C:27]3[CH:32]=[CH:31][CH:30]=[CH:29][N:28]=3)[N:22]3[C:33](=[O:35])[NH:34][C:20]([C:21]=23)=[CH:19][CH:18]=1, predict the reactants needed to synthesize it. (2) Given the product [Cl:21][C:12]1[C:7]([O:6][C@H:3]2[CH2:4][CH2:5][O:1][CH2:2]2)=[N:8][C:9]([NH2:13])=[N:10][CH:11]=1, predict the reactants needed to synthesize it. The reactants are: [O:1]1[CH2:5][CH2:4][C@H:3]([O:6][C:7]2[CH:12]=[CH:11][N:10]=[C:9]([NH2:13])[N:8]=2)[CH2:2]1.C1C(=O)N([Cl:21])C(=O)C1. (3) Given the product [NH2:5][C:6]1[CH:11]=[C:10]([OH:12])[CH:9]=[CH:8][C:7]=1[S:13]([NH:14][C:15]1[CH:16]=[CH:17][C:18]2[CH2:22][O:21][B:20]([OH:23])[C:19]=2[CH:24]=1)(=[O:25])=[O:26], predict the reactants needed to synthesize it. The reactants are: FC(F)(F)C([NH:5][C:6]1[CH:11]=[C:10]([OH:12])[CH:9]=[CH:8][C:7]=1[S:13](=[O:26])(=[O:25])[NH:14][C:15]1[CH:16]=[CH:17][C:18]2[CH2:22][O:21][B:20]([OH:23])[C:19]=2[CH:24]=1)=O.[OH-].[Na+].Cl. (4) Given the product [C:1]([C:5]1[CH:10]=[CH:9][C:8]([C:11]2[N:12]=[C:13]3[CH:18]=[CH:17][C:16]([F:29])=[N:15][N:14]3[C:20]=2[CH2:21][C:22]([N:24]([CH2:27][CH3:28])[CH2:25][CH3:26])=[O:23])=[CH:7][CH:6]=1)([CH3:4])([CH3:3])[CH3:2], predict the reactants needed to synthesize it. The reactants are: [C:1]([C:5]1[CH:10]=[CH:9][C:8]([C:11]2[N:12]=[C:13]3[CH:18]=[CH:17][C:16](Br)=[N:15][N:14]3[C:20]=2[CH2:21][C:22]([N:24]([CH2:27][CH3:28])[CH2:25][CH3:26])=[O:23])=[CH:7][CH:6]=1)([CH3:4])([CH3:3])[CH3:2].[F-:29].[K+]. (5) Given the product [O:2]1[C:6]2[CH:7]=[CH:8][CH:9]=[C:10]([CH:11]3[CH2:16][CH2:15][N:14]([CH2:17][CH2:18][C@H:19]4[CH2:20][CH2:21][C@H:22]([NH:25][C:36](=[O:37])[C:35]5[CH:34]=[CH:33][C:32]([N:29]6[CH2:30][CH2:31][O:26][CH2:27][CH2:28]6)=[CH:40][CH:39]=5)[CH2:23][CH2:24]4)[CH2:13][CH2:12]3)[C:5]=2[O:4][CH2:3]1, predict the reactants needed to synthesize it. The reactants are: Cl.[O:2]1[C:6]2[CH:7]=[CH:8][CH:9]=[C:10]([CH:11]3[CH2:16][CH2:15][N:14]([CH2:17][CH2:18][C@H:19]4[CH2:24][CH2:23][C@H:22]([NH2:25])[CH2:21][CH2:20]4)[CH2:13][CH2:12]3)[C:5]=2[O:4][CH2:3]1.[O:26]1[CH2:31][CH2:30][N:29]([C:32]2[CH:40]=[CH:39][C:35]([C:36](O)=[O:37])=[CH:34][CH:33]=2)[CH2:28][CH2:27]1. (6) Given the product [CH2:47]([O:46][N:45]=[C:13]([C:15]1[CH:16]=[CH:17][C:18]([O:21][CH3:22])=[CH:19][CH:20]=1)[CH2:12][N:9]1[C:10](=[O:11])[C:5]2[CH:4]=[C:3]([CH2:1][CH3:2])[S:43][C:6]=2[N:7]([CH2:24][C:25]2[CH:30]=[CH:29][C:28]([C:31]3[CH:36]=[CH:35][CH:34]=[CH:33][C:32]=3[C:37]3[NH:41][C:40](=[O:42])[O:39][N:38]=3)=[CH:27][CH:26]=2)[C:8]1=[O:23])[CH:48]=[CH2:49], predict the reactants needed to synthesize it. The reactants are: [CH2:1]([C:3]1[S:43][C:6]2[N:7]([CH2:24][C:25]3[CH:30]=[CH:29][C:28]([C:31]4[CH:36]=[CH:35][CH:34]=[CH:33][C:32]=4[C:37]4[NH:41][C:40](=[O:42])[O:39][N:38]=4)=[CH:27][CH:26]=3)[C:8](=[O:23])[N:9]([CH2:12][C:13]([C:15]3[CH:20]=[CH:19][C:18]([O:21][CH3:22])=[CH:17][CH:16]=3)=O)[C:10](=[O:11])[C:5]=2[CH:4]=1)[CH3:2].Cl.[NH2:45][O:46][CH2:47][CH:48]=[CH2:49].N1C=CC=CC=1.Cl. (7) The reactants are: [OH:1][C:2]1[CH:7]=[CH:6][C:5]([CH2:8][C@@H:9]([NH:13][C:14](=[O:38])[C:15]2[CH:20]=[CH:19][C:18]([S:21](=[O:37])(=[O:36])[NH:22][C:23]3[CH:28]=[CH:27][CH:26]=[CH:25][C:24]=3[O:29][C:30]3[CH:35]=[CH:34][CH:33]=[CH:32][CH:31]=3)=[CH:17][CH:16]=2)[C:10]([OH:12])=O)=[CH:4][CH:3]=1.[OH:39][CH:40]1[CH2:45][CH2:44][NH:43][CH2:42][CH2:41]1. Given the product [OH:1][C:2]1[CH:7]=[CH:6][C:5]([CH2:8][C@@H:9]([NH:13][C:14](=[O:38])[C:15]2[CH:20]=[CH:19][C:18]([S:21](=[O:37])(=[O:36])[NH:22][C:23]3[CH:28]=[CH:27][CH:26]=[CH:25][C:24]=3[O:29][C:30]3[CH:31]=[CH:32][CH:33]=[CH:34][CH:35]=3)=[CH:17][CH:16]=2)[C:10]([N:43]2[CH2:44][CH2:45][CH:40]([OH:39])[CH2:41][CH2:42]2)=[O:12])=[CH:4][CH:3]=1, predict the reactants needed to synthesize it.